This data is from Full USPTO retrosynthesis dataset with 1.9M reactions from patents (1976-2016). The task is: Predict the reactants needed to synthesize the given product. (1) Given the product [Br:1][C:2]1[C:3]([F:12])=[C:4]2[C:10]([NH:11][C:13](=[O:20])[C:14]3[CH:19]=[CH:18][CH:17]=[N:16][CH:15]=3)=[CH:9][NH:8][C:5]2=[N:6][CH:7]=1, predict the reactants needed to synthesize it. The reactants are: [Br:1][C:2]1[C:3]([F:12])=[C:4]2[C:10]([NH2:11])=[CH:9][NH:8][C:5]2=[N:6][CH:7]=1.[C:13](O)(=[O:20])[C:14]1[CH:19]=[CH:18][CH:17]=[N:16][CH:15]=1.C1N(P(Cl)(N2C(=O)OCC2)=O)C(=O)OC1.C(N(CC)CC)C.C([O-])([O-])=O.[Na+].[Na+]. (2) Given the product [CH:1]1[N:2]=[C:3]([NH2:22])[C:4]2[N:9]=[CH:8][N:7]([C@@H:10]3[O:14][C@H:13]([CH2:15][O:16][P:17]([OH:20])([OH:19])=[O:18])[C@@H:12]([OH:26])[C@H:11]3[OH:21])[C:5]=2[N:6]=1, predict the reactants needed to synthesize it. The reactants are: [CH:1]1[N:2]=[C:3]([NH2:22])[C:4]2[N:9]=[CH:8][N:7]([C@@H:10]3[O:14][C@@H:13]4[CH2:15][O:16][P:17]([OH:20])([O:19][C@H:12]4[C@H:11]3[OH:21])=[O:18])[C:5]=2[N:6]=1.C(O)C(N)(CO)C[OH:26].CN1C(=O)N(C)C(=O)C2NC=NC1=2.CN1C(=O)N(C)C(=O)C2NC=NC1=2.C(N)CN.SCCO.C. (3) Given the product [C:1]([O:5][C:6]([N:8]1[CH2:12][CH2:11][C:10]([C:20]([C:22]2[S:26][C:25]3[C:27]([F:31])=[CH:28][CH:29]=[CH:30][C:24]=3[CH:23]=2)=[O:21])([CH2:13][CH:14]2[CH2:19][CH2:18][O:17][CH2:16][CH2:15]2)[CH2:9]1)=[O:7])([CH3:4])([CH3:2])[CH3:3], predict the reactants needed to synthesize it. The reactants are: [C:1]([O:5][C:6]([N:8]1[CH2:12][CH2:11][C:10]([CH:20]([C:22]2[S:26][C:25]3[C:27]([F:31])=[CH:28][CH:29]=[CH:30][C:24]=3[CH:23]=2)[OH:21])([CH2:13][CH:14]2[CH2:19][CH2:18][O:17][CH2:16][CH2:15]2)[CH2:9]1)=[O:7])([CH3:4])([CH3:3])[CH3:2]. (4) Given the product [CH2:23]([N:5]1[CH2:6][CH2:7][CH2:8][CH2:9][C:3]([CH2:1][CH3:2])([C:11]2[CH:16]=[CH:15][CH:14]=[C:13]([O:17][CH3:18])[CH:12]=2)[C:4]1=[O:10])[CH:22]=[CH2:21], predict the reactants needed to synthesize it. The reactants are: [CH2:1]([C:3]1([C:11]2[CH:16]=[CH:15][CH:14]=[C:13]([O:17][CH3:18])[CH:12]=2)[CH2:9][CH2:8][CH2:7][CH2:6][NH:5][C:4]1=[O:10])[CH3:2].[H-].[Na+].[CH2:21](Br)[CH:22]=[CH2:23].